Dataset: Reaction yield outcomes from USPTO patents with 853,638 reactions. Task: Predict the reaction yield, written as a fraction of the theoretical maximum amount of product (1.0 means a 100% yield; for example, 0.34 means a 34% yield). (1) The reactants are C([O:3][C:4]([C:6]1[CH:7]=[C:8]2[C:13](=[CH:14][CH:15]=1)[NH:12][CH:11]([C:16]1[CH:21]=[CH:20][CH:19]=[C:18]([N:22]3[C:26]([CH2:27][C:28]4[CH:33]=[CH:32][CH:31]=[CH:30][CH:29]=4)=[N:25][N:24]=[N:23]3)[CH:17]=1)[C:10]([CH3:35])([CH3:34])[CH2:9]2)=[O:5])C.[OH-].[Na+].Cl. The yield is 0.900. The catalyst is CO.O1CCCC1.O. The product is [CH2:27]([C:26]1[N:22]([C:18]2[CH:17]=[C:16]([CH:11]3[C:10]([CH3:35])([CH3:34])[CH2:9][C:8]4[C:13](=[CH:14][CH:15]=[C:6]([C:4]([OH:5])=[O:3])[CH:7]=4)[NH:12]3)[CH:21]=[CH:20][CH:19]=2)[N:23]=[N:24][N:25]=1)[C:28]1[CH:29]=[CH:30][CH:31]=[CH:32][CH:33]=1. (2) The reactants are Br[C:2]1[C:7]2=[N:8][C:9]([C:12]([NH2:14])=[O:13])=[CH:10][N:11]=[C:6]2[CH:5]=[N:4][CH:3]=1.[Cl:15][C:16]1[CH:21]=[C:20]([Cl:22])[CH:19]=[CH:18][C:17]=1B(O)O.C(=O)([O-])[O-].[Cs+].[Cs+].O1CCOCC1. The catalyst is C1(P([C-]2C=CC=C2)C2C=CC=CC=2)C=CC=CC=1.[C-]1(P(C2C=CC=CC=2)C2C=CC=CC=2)C=CC=C1.[Fe+2].[Pd](Cl)Cl.O. The product is [Cl:15][C:16]1[CH:21]=[C:20]([Cl:22])[CH:19]=[CH:18][C:17]=1[C:2]1[C:7]2=[N:8][C:9]([C:12]([NH2:14])=[O:13])=[CH:10][N:11]=[C:6]2[CH:5]=[N:4][CH:3]=1. The yield is 0.810. (3) The reactants are [N-:1]=[N+:2]=[N-:3].[Na+].I[CH2:6][C:7]1[CH:12]=[CH:11][C:10]([C:13]2([C:16]([F:19])([F:18])[F:17])[N:15]=[N:14]2)=[CH:9][CH:8]=1. The catalyst is CO. The product is [N:1]([CH2:6][C:7]1[CH:8]=[CH:9][C:10]([C:13]2([C:16]([F:19])([F:17])[F:18])[N:14]=[N:15]2)=[CH:11][CH:12]=1)=[N+:2]=[N-:3]. The yield is 0.770. (4) The reactants are [C:1]([O:4][C@@H:5]1[CH2:9][C:8](=[O:10])[N:7]([C@@H:11]2[CH2:16][CH2:15][CH2:14][CH2:13][C@H:12]2[OH:17])[C:6]1=[O:18])(=[O:3])[CH3:2].[CH2:19]([O:26][C:27]1[CH:28]=[C:29]([CH2:35][CH2:36]N=C([O-])C(Cl)(Cl)Cl)[CH:30]=[CH:31][C:32]=1[O:33][CH3:34])[C:20]1[CH:25]=[CH:24][CH:23]=[CH:22][CH:21]=1. The catalyst is ClCCl. The product is [C:1]([O:4][C@@H:5]1[CH2:9][C:8](=[O:10])[N:7]([C@@H:11]2[CH2:16][CH2:15][CH2:14][CH2:13][C@H:12]2[O:17][CH2:36][CH2:35][C:29]2[CH:30]=[CH:31][C:32]([O:33][CH3:34])=[C:27]([O:26][CH2:19][C:20]3[CH:25]=[CH:24][CH:23]=[CH:22][CH:21]=3)[CH:28]=2)[C:6]1=[O:18])(=[O:3])[CH3:2]. The yield is 0.860. (5) The reactants are C(OC([N:8]1[C:13]2[CH:14]=[C:15]([Cl:22])[C:16]([N:18]([C:20]#[N:21])[CH3:19])=[CH:17][C:12]=2[O:11][CH:10]([C:23](=[O:42])[N:24]([CH2:26][CH2:27][C:28]([C:40]#[N:41])([CH2:38][CH3:39])[CH2:29]/[C:30](/[CH:36]=[CH2:37])=[CH:31]/[CH:32]=[C:33](/[F:35])\[CH3:34])[CH3:25])[CH2:9]1)=O)(C)(C)C.FC(F)(F)C(O)=O. The catalyst is C(Cl)Cl. The product is [C:40]([C:28]([CH2:38][CH3:39])([CH2:29]/[C:30](/[CH:36]=[CH2:37])=[CH:31]/[CH:32]=[C:33](/[F:35])\[CH3:34])[CH2:27][CH2:26][N:24]([CH3:25])[C:23]([CH:10]1[CH2:9][NH:8][C:13]2[CH:14]=[C:15]([Cl:22])[C:16]([N:18]([C:20]#[N:21])[CH3:19])=[CH:17][C:12]=2[O:11]1)=[O:42])#[N:41]. The yield is 0.300. (6) The reactants are [Cl:1][C:2]1[CH:21]=[C:20]([Cl:22])[CH:19]=[CH:18][C:3]=1[O:4][C:5]1[N:14]=[C:13]([O:15][CH2:16][CH3:17])[CH:12]=[CH:11][C:6]=1[C:7](OC)=[O:8].[H-].[Al+3].[Li+].[H-].[H-].[H-].O.O.O.O.O.O.O.O.O.O.S([O-])([O-])(=O)=O.[Mg+2]. The catalyst is O1CCCC1. The product is [Cl:1][C:2]1[CH:21]=[C:20]([Cl:22])[CH:19]=[CH:18][C:3]=1[O:4][C:5]1[C:6]([CH2:7][OH:8])=[CH:11][CH:12]=[C:13]([O:15][CH2:16][CH3:17])[N:14]=1. The yield is 0.500.